Dataset: Full USPTO retrosynthesis dataset with 1.9M reactions from patents (1976-2016). Task: Predict the reactants needed to synthesize the given product. Given the product [Br:1][C:2]1[CH:3]=[CH:4][C:5]([CH:8]=[N:13][OH:14])=[N:6][CH:7]=1, predict the reactants needed to synthesize it. The reactants are: [Br:1][C:2]1[CH:3]=[CH:4][C:5]([CH:8]=O)=[N:6][CH:7]=1.CO.Cl.[NH2:13][OH:14].C(=O)([O-])[O-].[Na+].[Na+].